This data is from Full USPTO retrosynthesis dataset with 1.9M reactions from patents (1976-2016). The task is: Predict the reactants needed to synthesize the given product. (1) Given the product [O:1]1[C:5]2=[CH:6][N:7]=[CH:8][CH:9]=[C:4]2[CH:3]=[C:2]1[C:10]([OH:12])=[O:11], predict the reactants needed to synthesize it. The reactants are: [O:1]1[C:5]2=[CH:6][N:7]=[CH:8][CH:9]=[C:4]2[CH:3]=[C:2]1[C:10]([O:12]CC)=[O:11].[OH-].[K+].C(O)(=O)C. (2) The reactants are: [CH3:1][CH2:2][CH2:3][CH2:4][CH2:5][CH2:6][CH2:7][CH2:8][CH2:9][CH2:10][CH2:11][CH2:12][CH2:13][CH2:14][CH2:15][CH2:16][CH2:17][C:18]([O:20]CC([O:20][C:18]([CH2:17][CH2:16][CH2:15][CH2:14][CH2:13][CH2:12][CH2:11][CH2:10][CH2:9][CH2:8][CH2:7][CH2:6][CH2:5][CH2:4][CH2:3][CH2:2][CH3:1])=[O:19])C[O:20][C:18]([CH2:17][CH2:16][CH2:15][CH2:14][CH2:13][CH2:12][CH2:11][CH2:10][CH2:9][CH2:8][CH2:7][CH2:6][CH2:5][CH2:4][CH2:3][CH2:2][CH3:1])=[O:19])=[O:19].II.C[O-].[Na+]. Given the product [C:18]([OH:20])(=[O:19])[CH2:17][CH2:16][CH2:15][CH2:14][CH2:13][CH2:12][CH2:11][CH2:10][CH2:9][CH2:8][CH2:7][CH2:6][CH2:5][CH2:4][CH3:3].[C:18]([OH:20])(=[O:19])[CH2:17][CH2:16][CH2:15][CH2:14][CH2:13][CH2:12][CH2:11][CH2:10][CH2:9][CH2:8][CH2:7][CH2:6][CH2:5][CH2:4][CH2:3][CH2:2][CH3:1], predict the reactants needed to synthesize it. (3) Given the product [N:21]1([CH2:26][CH2:27][CH2:28][NH:29][C:30]([C:32]2[CH:36]=[C:35]([CH3:38])[NH:34][C:33]=2[CH:40]=[C:11]2[C:10]3[C:14](=[CH:15][CH:16]=[CH:17][C:9]=3[C:5]3[CH:6]=[CH:7][CH:8]=[C:3]([C:2]([F:1])([F:19])[F:20])[CH:4]=3)[NH:13][C:12]2=[O:18])=[O:31])[CH2:25][CH2:24][CH2:23][CH2:22]1, predict the reactants needed to synthesize it. The reactants are: [F:1][C:2]([F:20])([F:19])[C:3]1[CH:4]=[C:5]([C:9]2[CH:17]=[CH:16][CH:15]=[C:14]3[C:10]=2[CH2:11][C:12](=[O:18])[NH:13]3)[CH:6]=[CH:7][CH:8]=1.[N:21]1([CH2:26][CH2:27][CH2:28][NH:29][C:30]([C:32]2[C:36](C)=[C:35]([CH:38]=O)[NH:34][C:33]=2[CH3:40])=[O:31])[CH2:25][CH2:24][CH2:23][CH2:22]1. (4) Given the product [CH3:1][C:2]1[CH:3]=[C:4]([C:15]2[CH:20]=[C:19]([C:21]([F:23])([F:24])[F:22])[CH:18]=[CH:17][C:16]=2[O:25][C@@H:26]([CH3:33])[C:27]([OH:29])=[O:28])[CH:5]=[CH:6][C:7]=1[C:8]([N:10]1[CH2:11][CH2:12][CH2:13][CH2:14]1)=[O:9], predict the reactants needed to synthesize it. The reactants are: [CH3:1][C:2]1[CH:3]=[C:4]([C:15]2[CH:20]=[C:19]([C:21]([F:24])([F:23])[F:22])[CH:18]=[CH:17][C:16]=2[O:25][CH2:26][C:27]([OH:29])=[O:28])[CH:5]=[CH:6][C:7]=1[C:8]([N:10]1[CH2:14][CH2:13][CH2:12][CH2:11]1)=[O:9].B([C:33]1C=C(C(F)(F)F)C=CC=1O[C@@H](C)C(O)=O)(O)O. (5) Given the product [Cl:1][C:2]1[CH:18]=[CH:17][C:5]([C:6]([N:8]([CH3:9])[C:10]2[CH:15]=[CH:14][CH:13]=[CH:12][C:11]=2[O:16][CH2:45][CH2:44][CH2:43][N:39]2[CH2:40][CH2:41][CH2:42][C@H:38]2[C:36]([OH:37])=[O:35])=[O:7])=[CH:4][C:3]=1[C:19]1[CH:20]=[N:21][C:22]([C:27]([F:30])([F:28])[F:29])=[CH:23][C:24]=1[C:25]#[N:26], predict the reactants needed to synthesize it. The reactants are: [Cl:1][C:2]1[CH:18]=[CH:17][C:5]([C:6]([N:8]([C:10]2[CH:15]=[CH:14][CH:13]=[CH:12][C:11]=2[OH:16])[CH3:9])=[O:7])=[CH:4][C:3]=1[C:19]1[CH:20]=[N:21][C:22]([C:27]([F:30])([F:29])[F:28])=[CH:23][C:24]=1[C:25]#[N:26].C([O:35][C:36]([C@@H:38]1[CH2:42][CH2:41][CH2:40][N:39]1[CH2:43][CH2:44][CH2:45]O)=[O:37])(C)(C)C.C1(P(C2C=CC=CC=2)C2C=CC=CC=2)C=CC=CC=1.CC(OC(/N=N/C(OC(C)C)=O)=O)C. (6) Given the product [CH:16]1([CH2:15][S:12]([C:2]2[CH:3]=[CH:4][C:5]([C:8]([OH:10])=[O:9])=[N:6][CH:7]=2)(=[O:26])=[O:21])[CH2:19][CH2:18][CH2:17]1, predict the reactants needed to synthesize it. The reactants are: Br[C:2]1[CH:3]=[CH:4][C:5]([C:8]([O:10]C)=[O:9])=[N:6][CH:7]=1.[SH-:12].[Na+].Br[CH2:15][CH:16]1[CH2:19][CH2:18][CH2:17]1.[Li+].[OH-:21].CN(C=[O:26])C. (7) The reactants are: Cl[C:2]1[CH:13]=[CH:12][C:5]([CH2:6][N:7](C)C(=O)C)=[CH:4][C:3]=1C=O.[CH:16]1(N)[CH2:18][CH2:17]1.[BH4-].[Na+]. Given the product [CH3:17][CH2:16][CH2:18][CH2:12][CH2:13][CH2:2][CH2:3][CH2:4][CH2:5][CH2:6][NH2:7], predict the reactants needed to synthesize it.